Predict the product of the given reaction. From a dataset of Forward reaction prediction with 1.9M reactions from USPTO patents (1976-2016). (1) The product is: [NH2:1][C:4]1[CH:12]=[CH:11][CH:10]=[C:9]2[C:5]=1[CH:6]=[N:7][N:8]2[C:13]([O:15][C:16]([CH3:19])([CH3:18])[CH3:17])=[O:14]. Given the reactants [N+:1]([C:4]1[CH:12]=[CH:11][CH:10]=[C:9]2[C:5]=1[CH:6]=[N:7][N:8]2[C:13]([O:15][C:16]([CH3:19])([CH3:18])[CH3:17])=[O:14])([O-])=O, predict the reaction product. (2) Given the reactants Br[C:2]1[N:7]=[C:6]([C:8]([O:10][CH3:11])=[O:9])[CH:5]=[CH:4][C:3]=1[F:12].[F:13][C:14]1[CH:19]=[C:18]([CH:20]2[CH2:23][O:22][CH2:21]2)[CH:17]=[C:16]([F:24])[C:15]=1B1OC(C)(C)C(C)(C)O1, predict the reaction product. The product is: [F:13][C:14]1[CH:19]=[C:18]([CH:20]2[CH2:23][O:22][CH2:21]2)[CH:17]=[C:16]([F:24])[C:15]=1[C:2]1[N:7]=[C:6]([C:8]([O:10][CH3:11])=[O:9])[CH:5]=[CH:4][C:3]=1[F:12]. (3) Given the reactants C(N(S(F)(F)[F:7])CC)C.O[CH2:11][CH2:12][CH2:13][S:14]([CH:17]([C:28]1[C:33]([F:34])=[CH:32][CH:31]=[C:30]([F:35])[C:29]=1[F:36])[C:18]1[C:19]([CH3:27])=[CH:20][C:21]([C:24]([NH2:26])=[O:25])=[N:22][CH:23]=1)(=[O:16])=[O:15], predict the reaction product. The product is: [F:7][CH2:11][CH2:12][CH2:13][S:14]([CH:17]([C:28]1[C:33]([F:34])=[CH:32][CH:31]=[C:30]([F:35])[C:29]=1[F:36])[C:18]1[C:19]([CH3:27])=[CH:20][C:21]([C:24]([NH2:26])=[O:25])=[N:22][CH:23]=1)(=[O:15])=[O:16]. (4) Given the reactants [NH2:1][C:2]1[CH:10]=[CH:9][C:5]([C:6]([OH:8])=[O:7])=[C:4]([F:11])[CH:3]=1.[C:12](OC(=O)C)(=[O:14])[CH3:13], predict the reaction product. The product is: [C:12]([NH:1][C:2]1[CH:10]=[CH:9][C:5]([C:6]([OH:8])=[O:7])=[C:4]([F:11])[CH:3]=1)(=[O:14])[CH3:13]. (5) Given the reactants [CH3:1][O:2][CH2:3][C:4]1[CH:5]=[C:6]([C:10](=[N:18]O)[CH2:11][C:12]2[CH:17]=[CH:16][CH:15]=[CH:14][CH:13]=2)[CH:7]=[CH:8][CH:9]=1, predict the reaction product. The product is: [CH3:1][O:2][CH2:3][C:4]1[CH:5]=[C:6]([CH:10]([NH2:18])[CH2:11][C:12]2[CH:17]=[CH:16][CH:15]=[CH:14][CH:13]=2)[CH:7]=[CH:8][CH:9]=1. (6) Given the reactants C(OC([N:8]1[CH2:13][CH2:12][N:11]([C:14](=[O:33])[C:15]2[CH:20]=[C:19]([CH:21]([O:23][C:24]3[CH:28]=[CH:27][S:26][C:25]=3[C:29](=[O:31])[NH2:30])[CH3:22])[CH:18]=[CH:17][C:16]=2[F:32])[CH2:10][CH2:9]1)=O)(C)(C)C.FC(F)(F)C(O)=O, predict the reaction product. The product is: [F:32][C:16]1[CH:17]=[CH:18][C:19]([CH:21]([O:23][C:24]2[CH:28]=[CH:27][S:26][C:25]=2[C:29]([NH2:30])=[O:31])[CH3:22])=[CH:20][C:15]=1[C:14]([N:11]1[CH2:10][CH2:9][NH:8][CH2:13][CH2:12]1)=[O:33].